From a dataset of Catalyst prediction with 721,799 reactions and 888 catalyst types from USPTO. Predict which catalyst facilitates the given reaction. (1) Reactant: [H-].[H-].[H-].[H-].[Li+].[Al+3].C[O:8][C:9](=O)[C:10]1[CH:15]=[CH:14][C:13]([NH:16][C:17]([O:19][CH2:20][C:21]2[CH:26]=[CH:25][CH:24]=[CH:23][CH:22]=2)=[O:18])=[C:12]([O:27][C:28]([F:31])([F:30])[F:29])[CH:11]=1.[O-]S([O-])(=O)=O.[Na+].[Na+]. Product: [CH2:20]([O:19][C:17](=[O:18])[NH:16][C:13]1[CH:14]=[CH:15][C:10]([CH2:9][OH:8])=[CH:11][C:12]=1[O:27][C:28]([F:31])([F:29])[F:30])[C:21]1[CH:22]=[CH:23][CH:24]=[CH:25][CH:26]=1. The catalyst class is: 1. (2) Reactant: [NH:1]1[C:5]([C:6]2[CH:11]=[CH:10][C:9]([CH2:12][CH2:13][CH:14](/[CH:26]=[CH:27]/[C:28]3[CH:33]=[CH:32][CH:31]=[CH:30][C:29]=3[O:34][CH2:35][C:36]3[CH:41]=[CH:40][CH:39]=[CH:38][C:37]=3[C:42]([F:45])([F:44])[F:43])[CH2:15][C:16]3[CH:25]=[CH:24][C:19]([C:20]([O:22]C)=[O:21])=[CH:18][CH:17]=3)=[CH:8][CH:7]=2)=[N:4][N:3]=[N:2]1.[OH-].[Li+].Cl. Product: [NH:4]1[C:5]([C:6]2[CH:7]=[CH:8][C:9]([CH2:12][CH2:13][CH:14](/[CH:26]=[CH:27]/[C:28]3[CH:33]=[CH:32][CH:31]=[CH:30][C:29]=3[O:34][CH2:35][C:36]3[CH:41]=[CH:40][CH:39]=[CH:38][C:37]=3[C:42]([F:43])([F:44])[F:45])[CH2:15][C:16]3[CH:17]=[CH:18][C:19]([C:20]([OH:22])=[O:21])=[CH:24][CH:25]=3)=[CH:10][CH:11]=2)=[N:1][N:2]=[N:3]1. The catalyst class is: 20. (3) Reactant: [CH2:1]([N:8]1[CH:17]=[C:16]([CH:18]=O)[C:15]2[C:10](=[CH:11][CH:12]=[C:13]([C:20]3[CH:21]=[C:22]([CH:29]=[CH:30][C:31]=3[CH3:32])[C:23]([NH:25][CH:26]3[CH2:28][CH2:27]3)=[O:24])[CH:14]=2)[C:9]1=[O:33])[C:2]1[CH:7]=[CH:6][CH:5]=[CH:4][CH:3]=1.[NH:34]1[CH2:38][CH2:37][CH2:36][CH2:35]1.C(O[BH-](OC(=O)C)OC(=O)C)(=O)C.[Na+]. Product: [CH2:1]([N:8]1[CH:17]=[C:16]([CH2:18][N:34]2[CH2:38][CH2:37][CH2:36][CH2:35]2)[C:15]2[C:10](=[CH:11][CH:12]=[C:13]([C:20]3[CH:21]=[C:22]([CH:29]=[CH:30][C:31]=3[CH3:32])[C:23]([NH:25][CH:26]3[CH2:28][CH2:27]3)=[O:24])[CH:14]=2)[C:9]1=[O:33])[C:2]1[CH:7]=[CH:6][CH:5]=[CH:4][CH:3]=1. The catalyst class is: 4. (4) Reactant: C([NH:5][S:6]([C:9]1[S:10][C:11]([C:14]2[N:19]=[C:18]([NH:20][C:21]3[CH:25]=[C:24]([CH:26]4[CH2:28][CH2:27]4)[NH:23][N:22]=3)[C:17]([CH:29]=[CH2:30])=[CH:16][N:15]=2)=[CH:12][CH:13]=1)(=[O:8])=[O:7])(C)(C)C.B(Cl)(Cl)Cl.O. Product: [CH:26]1([C:24]2[NH:23][N:22]=[C:21]([NH:20][C:18]3[C:17]([CH:29]=[CH2:30])=[CH:16][N:15]=[C:14]([C:11]4[S:10][C:9]([S:6]([NH2:5])(=[O:8])=[O:7])=[CH:13][CH:12]=4)[N:19]=3)[CH:25]=2)[CH2:28][CH2:27]1. The catalyst class is: 2. (5) Reactant: [Br:1][C:2]1[CH:7]=[CH:6][C:5]([C@@H:8]([NH:10][CH2:11][CH2:12][CH2:13][C:14]([C:20]2[CH:25]=[CH:24][CH:23]=[CH:22][CH:21]=2)([OH:19])[CH2:15][C:16]([CH3:18])=[CH2:17])[CH3:9])=[CH:4][CH:3]=1.C(N(CC)CC)C.[C:33](Cl)(Cl)=[O:34].C1(C)C=CC=CC=1.[H-].[Na+]. Product: [Br:1][C:2]1[CH:3]=[CH:4][C:5]([C@@H:8]([N:10]2[CH2:11][CH2:12][CH2:13][C:14]([CH2:15][C:16]([CH3:18])=[CH2:17])([C:20]3[CH:21]=[CH:22][CH:23]=[CH:24][CH:25]=3)[O:19][C:33]2=[O:34])[CH3:9])=[CH:6][CH:7]=1. The catalyst class is: 10. (6) Reactant: [Br:1][C:2]1[C:7]2[S:8][CH:9]=[CH:10][C:6]=2[CH:5]=[CH:4][CH:3]=1.[C:11](OC(=O)C)(=[O:13])[CH3:12].[Sn](Cl)(Cl)(Cl)Cl.CCOCC. Product: [C:11]([C:10]1[C:6]2[CH:5]=[CH:4][CH:3]=[C:2]([Br:1])[C:7]=2[S:8][CH:9]=1)(=[O:13])[CH3:12]. The catalyst class is: 48. (7) Reactant: [O:1]=[CH:2][C:3]1[CH:11]=[CH:10][C:8]([OH:9])=[C:5]([O:6][CH3:7])[CH:4]=1.C(N(CC)CC)C.[C:19](Cl)(=[O:22])[CH2:20][CH3:21]. Product: [C:19]([C:2]([C:3]1[CH:11]=[CH:10][C:8]([OH:9])=[C:5]([O:6][CH3:7])[CH:4]=1)=[O:1])(=[O:22])[CH2:20][CH3:21]. The catalyst class is: 22. (8) Reactant: [CH3:1][S:2](Cl)(=[O:4])=[O:3].[NH2:6][C:7]1[CH:12]=[CH:11][C:10]([S:13][CH2:14][CH2:15][CH:16]2[CH2:21][CH2:20][N:19]([C:22]([O:24][C:25]([CH3:28])([CH3:27])[CH3:26])=[O:23])[CH2:18][CH2:17]2)=[CH:9][CH:8]=1. Product: [CH3:1][S:2]([NH:6][C:7]1[CH:12]=[CH:11][C:10]([S:13][CH2:14][CH2:15][CH:16]2[CH2:17][CH2:18][N:19]([C:22]([O:24][C:25]([CH3:28])([CH3:27])[CH3:26])=[O:23])[CH2:20][CH2:21]2)=[CH:9][CH:8]=1)(=[O:4])=[O:3]. The catalyst class is: 17.